The task is: Predict the product of the given reaction.. This data is from Forward reaction prediction with 1.9M reactions from USPTO patents (1976-2016). Given the reactants [Cl:1][C:2]1[N:3]=[C:4](Cl)[C:5]2[CH2:10][CH2:9][CH:8]([C:11]3[CH:16]=[CH:15][CH:14]=[CH:13][C:12]=3[Cl:17])[C:6]=2[N:7]=1.O.[CH3:20][N:21]1C(=O)CCC1, predict the reaction product. The product is: [Cl:1][C:2]1[N:3]=[C:4]([NH:21][CH3:20])[C:5]2[CH2:10][CH2:9][CH:8]([C:11]3[CH:16]=[CH:15][CH:14]=[CH:13][C:12]=3[Cl:17])[C:6]=2[N:7]=1.